From a dataset of Catalyst prediction with 721,799 reactions and 888 catalyst types from USPTO. Predict which catalyst facilitates the given reaction. (1) Reactant: [OH-].[Na+].[CH2:3]([NH:5][CH:6]([CH2:41][CH3:42])[CH2:7][CH2:8][O:9][C:10]1[CH:15]=[CH:14][C:13]([C:16]2[CH:21]=[CH:20][C:19]([C:22]([O:24]CC)=[O:23])=[CH:18][CH:17]=2)=[CH:12][C:11]=1[C:27]1[CH:36]=[CH:35][C:34]2[C:33]([CH3:38])([CH3:37])[CH2:32][CH2:31][C:30]([CH3:40])([CH3:39])[C:29]=2[CH:28]=1)[CH3:4]. Product: [CH2:3]([NH:5][CH:6]([CH2:41][CH3:42])[CH2:7][CH2:8][O:9][C:10]1[CH:15]=[CH:14][C:13]([C:16]2[CH:21]=[CH:20][C:19]([C:22]([OH:24])=[O:23])=[CH:18][CH:17]=2)=[CH:12][C:11]=1[C:27]1[CH:36]=[CH:35][C:34]2[C:33]([CH3:38])([CH3:37])[CH2:32][CH2:31][C:30]([CH3:40])([CH3:39])[C:29]=2[CH:28]=1)[CH3:4]. The catalyst class is: 7. (2) Reactant: N[C:2]1[CH:7]=[C:6]([CH3:8])[C:5]([Br:9])=[C:4]([CH3:10])[N:3]=1.N([O-])=O.[Na+].[F:15][B-](F)(F)F.[H+]. Product: [Br:9][C:5]1[C:4]([CH3:10])=[N:3][C:2]([F:15])=[CH:7][C:6]=1[CH3:8]. The catalyst class is: 6.